From a dataset of CYP3A4 inhibition data for predicting drug metabolism from PubChem BioAssay. Regression/Classification. Given a drug SMILES string, predict its absorption, distribution, metabolism, or excretion properties. Task type varies by dataset: regression for continuous measurements (e.g., permeability, clearance, half-life) or binary classification for categorical outcomes (e.g., BBB penetration, CYP inhibition). Dataset: cyp3a4_veith. (1) The drug is COCC(=O)N1CCC2(CCCN(c3ncccn3)C2)CC1. The result is 0 (non-inhibitor). (2) The molecule is CCOc1cc(C)ccc1OCc1nnc(SCC(=O)c2cccc([N+](=O)[O-])c2)n1CC. The result is 1 (inhibitor). (3) The molecule is Cc1ccc(-n2nc3ccc(NC(=O)c4ccc5c(c4)OCO5)cc3n2)cc1. The result is 1 (inhibitor). (4) The molecule is C=CCSc1nc2ccccc2n1C(=O)/C=C/c1cc(OC)c(OC)c(OC)c1. The result is 1 (inhibitor). (5) The molecule is Cc1ccc(NC(=O)c2ccccc2C(=O)O)cc1C. The result is 0 (non-inhibitor). (6) The molecule is CSC(N)=NCCC[C@@H](N)C(=O)O. The result is 0 (non-inhibitor).